Dataset: Peptide-MHC class II binding affinity with 134,281 pairs from IEDB. Task: Regression. Given a peptide amino acid sequence and an MHC pseudo amino acid sequence, predict their binding affinity value. This is MHC class II binding data. (1) The peptide sequence is SQTEVKEEGKEELQE. The MHC is HLA-DQA10201-DQB10402 with pseudo-sequence HLA-DQA10201-DQB10402. The binding affinity (normalized) is 0.261. (2) The peptide sequence is AFKVAAQAANAAPAN. The MHC is HLA-DPA10103-DPB10301 with pseudo-sequence HLA-DPA10103-DPB10301. The binding affinity (normalized) is 0.797. (3) The peptide sequence is KIIGGIGGFVKVRQYDQIPI. The binding affinity (normalized) is 0.175. The MHC is HLA-DPA10103-DPB10401 with pseudo-sequence HLA-DPA10103-DPB10401. (4) The peptide sequence is VVAPQLPADLMIRII. The MHC is HLA-DPA10201-DPB10101 with pseudo-sequence HLA-DPA10201-DPB10101. The binding affinity (normalized) is 0.323. (5) The peptide sequence is IKHIYAISSAALSAS. The MHC is HLA-DPA10201-DPB10501 with pseudo-sequence HLA-DPA10201-DPB10501. The binding affinity (normalized) is 0.335. (6) The peptide sequence is VIKDATNLLNGLDFS. The MHC is DRB1_0101 with pseudo-sequence DRB1_0101. The binding affinity (normalized) is 0.109. (7) The peptide sequence is TKGEGGVWTF. The MHC is DRB1_0301 with pseudo-sequence DRB1_0301. The binding affinity (normalized) is 0.